This data is from Blood-brain barrier permeability classification from the B3DB database. The task is: Regression/Classification. Given a drug SMILES string, predict its absorption, distribution, metabolism, or excretion properties. Task type varies by dataset: regression for continuous measurements (e.g., permeability, clearance, half-life) or binary classification for categorical outcomes (e.g., BBB penetration, CYP inhibition). Dataset: b3db_classification. (1) The result is 1 (penetrates BBB). The molecule is CN(C)CC/C=C1\c2ccccc2CSc2ccccc21. (2) The molecule is CCCCOC[C@H](CN1C(=O)N(C[C@H](COCCCC)OC(N)=O)C(=O)C(CC)(c2ccccc2)C1=O)OC(N)=O. The result is 1 (penetrates BBB).